From a dataset of Catalyst prediction with 721,799 reactions and 888 catalyst types from USPTO. Predict which catalyst facilitates the given reaction. (1) Reactant: [Cl:1][C:2]1[CH:3]=[C:4]([NH:9][CH2:10][C:11]([N:13]2[CH2:19][CH2:18][CH2:17][CH2:16][CH:15]([N:20]([CH3:30])[C:21]3[C:22]4[CH:29]=[CH:28][NH:27][C:23]=4[N:24]=[CH:25][N:26]=3)[CH2:14]2)=[O:12])[CH:5]=[C:6]([Cl:8])[CH:7]=1.CO. Product: [Cl:1][C:2]1[CH:3]=[C:4]([NH:9][CH2:10][C:11]([N:13]2[CH2:19][CH:18]3[CH2:17][CH:14]2[CH:15]([N:20]([CH3:30])[C:21]2[C:22]4[CH:29]=[CH:28][NH:27][C:23]=4[N:24]=[CH:25][N:26]=2)[CH2:16]3)=[O:12])[CH:5]=[C:6]([Cl:8])[CH:7]=1. The catalyst class is: 2. (2) Reactant: Br[C:2]1[N:7]=[C:6]([CH3:8])[C:5]([CH:9]=[O:10])=[CH:4][CH:3]=1.[OH:11][C:12]1[CH:19]=[CH:18][C:15]([C:16]#[N:17])=[CH:14][CH:13]=1.C([O-])([O-])=O.[K+].[K+]. Product: [CH:9]([C:5]1[CH:4]=[CH:3][C:2]([O:11][C:12]2[CH:19]=[CH:18][C:15]([C:16]#[N:17])=[CH:14][CH:13]=2)=[N:7][C:6]=1[CH3:8])=[O:10]. The catalyst class is: 3. (3) Reactant: [NH2:1][C@H:2]([CH3:5])[CH2:3][OH:4].[OH-].[Na+].[C:8](O[C:8]([O:10][C:11]([CH3:14])([CH3:13])[CH3:12])=[O:9])([O:10][C:11]([CH3:14])([CH3:13])[CH3:12])=[O:9]. Product: [C:11]([O:10][C:8](=[O:9])[NH:1][C@H:2]([CH3:5])[CH2:3][OH:4])([CH3:14])([CH3:13])[CH3:12]. The catalyst class is: 54. (4) Reactant: [Cl:1][C:2]1[CH:7]=[C:6]([F:8])[CH:5]=[CH:4][C:3]=1[O:9][CH3:10].[Li]CCCC.[C:16](=[O:18])=[O:17]. Product: [Cl:1][C:2]1[C:3]([O:9][CH3:10])=[CH:4][CH:5]=[C:6]([F:8])[C:7]=1[C:16]([OH:18])=[O:17]. The catalyst class is: 1. (5) Reactant: C[O:2][C:3](=[O:30])[C:4]1[CH:9]=[CH:8][C:7]([C:10](=[O:29])[CH2:11][C:12]2[CH:17]=[C:16]([C:18]3[S:22][C:21]4[CH:23]=[CH:24][CH:25]=[CH:26][C:20]=4[CH:19]=3)[CH:15]=[CH:14][C:13]=2[O:27][CH3:28])=[CH:6][CH:5]=1.C1COCC1. Product: [S:22]1[C:18]([C:16]2[CH:15]=[CH:14][C:13]([O:27][CH3:28])=[C:12]([CH2:11][C:10]([C:7]3[CH:8]=[CH:9][C:4]([C:3]([OH:30])=[O:2])=[CH:5][CH:6]=3)=[O:29])[CH:17]=2)=[CH:19][C:20]2[CH:26]=[CH:25][CH:24]=[CH:23][C:21]1=2. The catalyst class is: 5. (6) Reactant: [Cl:1][CH2:2][CH2:3][CH2:4][C:5]([NH:7][C:8]1[CH:13]=[C:12]([O:14][C:15]2[CH:21]=[CH:20][C:18]([NH2:19])=[CH:17][CH:16]=2)[CH:11]=[CH:10][N:9]=1)=[O:6].[F:22][C:23]1[CH:28]=[CH:27][C:26]([N:29]=[C:30]=[O:31])=[CH:25][CH:24]=1.O1CCCC1.O. Product: [F:22][C:23]1[CH:28]=[CH:27][C:26]([NH:29][C:30]([NH:19][C:18]2[CH:17]=[CH:16][C:15]([O:14][C:12]3[CH:11]=[CH:10][N:9]=[C:8]([NH:7][C:5](=[O:6])[CH2:4][CH2:3][CH2:2][Cl:1])[CH:13]=3)=[CH:21][CH:20]=2)=[O:31])=[CH:25][CH:24]=1. The catalyst class is: 13. (7) Product: [C:1](=[O:25])([O:3][CH:4]1[C:13]2[CH:12]=[C:11]3[O:14][CH:15]([CH2:17][C:18]4[CH:19]=[CH:20][CH:21]=[CH:22][CH:23]=4)[O:16][C:10]3=[CH:9][C:8]=2[N:7]([C:32](=[O:34])[CH3:33])[CH:6]([CH3:24])[CH2:5]1)[NH2:2]. Reactant: [C:1](=[O:25])([O:3][CH:4]1[C:13]2[CH:12]=[C:11]3[O:14][CH:15]([CH2:17][C:18]4[CH:23]=[CH:22][CH:21]=[CH:20][CH:19]=4)[O:16][C:10]3=[CH:9][C:8]=2[NH:7][CH:6]([CH3:24])[CH2:5]1)[NH2:2].N1C=CC=CC=1.[C:32](Cl)(=[O:34])[CH3:33].Cl. The catalyst class is: 4. (8) Reactant: [CH3:1][O:2][C:3]1[CH:4]=[C:5]([CH:8]=[CH:9][CH:10]=1)[C:6]#[N:7].P([S-])(OCC)(OCC)=[S:12]. Product: [CH3:1][O:2][C:3]1[CH:4]=[C:5]([C:6](=[S:12])[NH2:7])[CH:8]=[CH:9][CH:10]=1. The catalyst class is: 33.